This data is from Forward reaction prediction with 1.9M reactions from USPTO patents (1976-2016). The task is: Predict the product of the given reaction. (1) Given the reactants [C:1]([OH:6])(=[O:5])[CH2:2][CH2:3][CH3:4].[CH3:7][O:8][CH:9]([O:12][CH3:13])[CH2:10]Br.C([O-])([O-])=O.[K+].[K+].O, predict the reaction product. The product is: [C:1]([O:6][CH2:10][CH:9]([O:12][CH3:13])[O:8][CH3:7])(=[O:5])[CH2:2][CH2:3][CH3:4]. (2) Given the reactants OO.[C:3]1([CH3:22])[CH:8]=[CH:7][C:6]([CH:9]([C:15]2[CH:20]=[CH:19][C:18]([CH3:21])=[CH:17][CH:16]=2)[S:10][CH2:11][C:12]([NH2:14])=[O:13])=[CH:5][CH:4]=1.C(O)(=[O:25])C, predict the reaction product. The product is: [C:3]1([CH3:22])[CH:4]=[CH:5][C:6]([CH:9]([C:15]2[CH:16]=[CH:17][C:18]([CH3:21])=[CH:19][CH:20]=2)[S:10]([CH2:11][C:12]([NH2:14])=[O:13])=[O:25])=[CH:7][CH:8]=1.